Dataset: Forward reaction prediction with 1.9M reactions from USPTO patents (1976-2016). Task: Predict the product of the given reaction. Given the reactants [CH3:1][C:2]1[CH:3]=[CH:4][C:5]([C:12]2[CH:13]=NN(C)C=2)=[C:6]([CH:11]=1)[C:7]([O:9][CH3:10])=[O:8].CC1C=CC(B2OC(C)(C)C(C)(C)O2)=C(C=1)C(OC)=O.[Cl:38][C:39]1[N:44]=C(Cl)C=[CH:41][N:40]=1, predict the reaction product. The product is: [Cl:38][C:39]1[N:44]=[C:12]([C:5]2[CH:4]=[CH:3][C:2]([CH3:1])=[CH:11][C:6]=2[C:7]([O:9][CH3:10])=[O:8])[CH:13]=[CH:41][N:40]=1.